Dataset: Forward reaction prediction with 1.9M reactions from USPTO patents (1976-2016). Task: Predict the product of the given reaction. (1) Given the reactants [NH2:1][C@H:2]([C:6]([OH:8])=[O:7])[CH:3]([CH3:5])[CH3:4].C(=O)([O-])[O-].[Na+].[Na+].Cl[C:16]([O:18][CH3:19])=[O:17], predict the reaction product. The product is: [CH3:19][O:18][C:16]([NH:1][CH:2]([CH:3]([CH3:5])[CH3:4])[C:6]([OH:8])=[O:7])=[O:17]. (2) Given the reactants [NH:1]1[C:6]2[CH:7]=[CH:8][S:9][C:5]=2[C:4](=[O:10])[NH:3][C:2]1=[O:11].[Br:12]Br.O, predict the reaction product. The product is: [Br:12][C:7]1[C:6]2[NH:1][C:2](=[O:11])[NH:3][C:4](=[O:10])[C:5]=2[S:9][CH:8]=1. (3) The product is: [CH:1]1([NH:6][C:7]2[S:8][CH:11]=[C:12]([C:14]3[CH:19]=[CH:18][C:17]([CH:20]([CH3:22])[CH3:21])=[CH:16][CH:15]=3)[N:9]=2)[CH2:5][CH2:4][CH2:3][CH2:2]1. Given the reactants [CH:1]1([NH:6][C:7]([NH2:9])=[S:8])[CH2:5][CH2:4][CH2:3][CH2:2]1.Br[CH2:11][C:12]([C:14]1[CH:19]=[CH:18][C:17]([CH:20]([CH3:22])[CH3:21])=[CH:16][CH:15]=1)=O, predict the reaction product.